From a dataset of Forward reaction prediction with 1.9M reactions from USPTO patents (1976-2016). Predict the product of the given reaction. (1) Given the reactants [CH3:1][O:2][C:3](=[O:15])[C:4]1[C:5](=[C:10]([NH2:14])[CH:11]=[CH:12][CH:13]=1)[C:6]([O:8][CH3:9])=[O:7].[CH:16](=O)[CH2:17][CH2:18][CH2:19][CH3:20].C(O)(=O)C.C(O[BH-](OC(=O)C)OC(=O)C)(=O)C.[Na+], predict the reaction product. The product is: [CH3:1][O:2][C:3](=[O:15])[C:4]1[C:5](=[C:10]([NH:14][CH2:16][CH2:17][CH2:18][CH2:19][CH3:20])[CH:11]=[CH:12][CH:13]=1)[C:6]([O:8][CH3:9])=[O:7]. (2) Given the reactants [C:1]([O-:8])(=[O:7])/[CH:2]=[CH:3]/[CH:4]=[CH:5]/[CH3:6].[K+].Br[CH:11]([C:13]1[O:14][C:15](=[O:20])[C:16]([CH3:19])([CH3:18])[N:17]=1)[CH3:12], predict the reaction product. The product is: [CH3:18][C:16]1([CH3:19])[C:15](=[O:20])[O:14][C:13]([CH:11]([O:7][C:1](=[O:8])[CH:2]=[CH:3][CH:4]=[CH:5][CH3:6])[CH3:12])=[N:17]1. (3) Given the reactants [F:1][C:2]([F:7])([F:6])[C:3]([OH:5])=[O:4].[NH2:8][C@H:9]1[CH2:13][C@@H:12]([N:14]2[CH:22]=[N:21][C:20]3[C:15]2=[N:16][C:17](Cl)=[N:18][C:19]=3[NH2:23])[C@H:11]([OH:25])[C@@H:10]1[OH:26].[CH:27]([N:30](C(C)C)CC)(C)[CH3:28].[C:36](Cl)(=[O:39])[CH2:37][CH3:38].[CH2:41]1[CH2:45]O[CH2:43][CH2:42]1, predict the reaction product. The product is: [F:1][C:2]([F:7])([F:6])[C:3]([OH:5])=[O:4].[NH2:23][C:19]1[N:18]=[C:17]([NH:30][CH2:27][CH2:28][C:3]2[CH:2]=[CH:45][CH:41]=[CH:42][CH:43]=2)[N:16]=[C:15]2[C:20]=1[N:21]=[CH:22][N:14]2[C@@H:12]1[CH2:13][C@H:9]([NH:8][C:36](=[O:39])[CH2:37][CH3:38])[C@@H:10]([OH:26])[C@H:11]1[OH:25]. (4) Given the reactants [Cl:1][C:2]1[N:6]([C:7]2[CH:12]=[CH:11][CH:10]=[CH:9][CH:8]=2)[N:5]=[C:4]([CH3:13])[C:3]=1[CH:14](OC)[C:15]1[C:23]2[C:18](=[N:19][CH:20]=[CH:21][CH:22]=2)[NH:17][CH:16]=1.C(#N)C.FC(F)(F)C(O)=O.C([SiH](CC)CC)C, predict the reaction product. The product is: [Cl:1][C:2]1[N:6]([C:7]2[CH:8]=[CH:9][CH:10]=[CH:11][CH:12]=2)[N:5]=[C:4]([CH3:13])[C:3]=1[CH2:14][C:15]1[C:23]2[C:18](=[N:19][CH:20]=[CH:21][CH:22]=2)[NH:17][CH:16]=1.